From a dataset of Forward reaction prediction with 1.9M reactions from USPTO patents (1976-2016). Predict the product of the given reaction. The product is: [F:19][C:18]([F:21])([F:20])[O:17][C:13]1[CH:12]=[C:11]([C:8]2[N:6]3[N:7]=[C:2]([NH:23][CH:24]4[CH2:29][CH2:28][CH:27]([OH:30])[CH2:26][CH2:25]4)[CH:3]=[CH:4][C:5]3=[N:10][CH:9]=2)[CH:16]=[CH:15][CH:14]=1. Given the reactants Cl[C:2]1[CH:3]=[CH:4][C:5]2[N:6]([C:8]([C:11]3[CH:16]=[CH:15][CH:14]=[C:13]([O:17][C:18]([F:21])([F:20])[F:19])[CH:12]=3)=[CH:9][N:10]=2)[N:7]=1.Cl.[NH2:23][C@@H:24]1[CH2:29][CH2:28][C@H:27]([OH:30])[CH2:26][CH2:25]1.C([O-])(O)=O.[Na+], predict the reaction product.